Dataset: Reaction yield outcomes from USPTO patents with 853,638 reactions. Task: Predict the reaction yield, written as a fraction of the theoretical maximum amount of product (1.0 means a 100% yield; for example, 0.34 means a 34% yield). (1) The reactants are [F:1][C:2]1[CH:7]=[CH:6][C:5]([N:8]2[C:12]([CH3:13])=[CH:11][C:10]([C:14]([F:17])([F:16])[F:15])=[N:9]2)=[CH:4][C:3]=1[C:18]#[N:19].C1C(=O)N([Br:27])C(=O)C1.C(OOCC1C=CC=CC=1)C1C=CC=CC=1. The catalyst is C(Cl)(Cl)(Cl)Cl. The product is [F:1][C:2]1[CH:7]=[CH:6][C:5]([N:8]2[C:12]([CH2:13][Br:27])=[CH:11][C:10]([C:14]([F:16])([F:15])[F:17])=[N:9]2)=[CH:4][C:3]=1[C:18]#[N:19]. The yield is 0.500. (2) The reactants are [OH:1][C:2]1[CH:3]=[C:4]([CH:7]=[CH:8][CH:9]=1)[CH:5]=[O:6].[C:10](OC(=N)C(Cl)(Cl)Cl)([CH3:13])([CH3:12])[CH3:11].B(F)(F)F.CCOCC.C(=O)(O)[O-].[Na+]. The catalyst is C(Cl)Cl.C1CCCCC1.CCCCCC.C(OCC)(=O)C. The product is [C:10]([O:1][C:2]1[CH:3]=[C:4]([CH:7]=[CH:8][CH:9]=1)[CH:5]=[O:6])([CH3:13])([CH3:12])[CH3:11]. The yield is 0.320. (3) The reactants are [CH3:1][C:2]1[C:7]([O:8][C:9]2[C:10]([NH:22][C:23]3[S:27][N:26]=[C:25]([C@H:28]4[CH2:32][O:31]C5(CCCCC5)[O:29]4)[N:24]=3)=[N:11][CH:12]=[C:13]([S:15][C:16]3[CH:21]=[CH:20][CH:19]=[CH:18][N:17]=3)[CH:14]=2)=[CH:6][CH:5]=[CH:4][N:3]=1.[ClH:38]. The catalyst is C(O)C. The product is [ClH:38].[CH3:1][C:2]1[C:7]([O:8][C:9]2[C:10]([NH:22][C:23]3[S:27][N:26]=[C:25]([C@H:28]([OH:29])[CH2:32][OH:31])[N:24]=3)=[N:11][CH:12]=[C:13]([S:15][C:16]3[CH:21]=[CH:20][CH:19]=[CH:18][N:17]=3)[CH:14]=2)=[CH:6][CH:5]=[CH:4][N:3]=1. The yield is 0.850. (4) The reactants are [Cl-].[Li+].[Cu]C#N.[Cl-].[F:7][C:8]1[CH:15]=[CH:14][C:11]([CH2:12][Zn+])=[CH:10][CH:9]=1.B(F)(F)F.CCOCC.[C:25]1([S:31]([C:34]2[CH:41]=[CH:40][C:37]([CH:38]=[O:39])=[CH:36][CH:35]=2)(=[O:33])=[O:32])[CH:30]=[CH:29][CH:28]=[CH:27][CH:26]=1. The catalyst is O1CCCC1. The product is [F:7][C:8]1[CH:15]=[CH:14][C:11]([CH2:12][CH:38]([C:37]2[CH:36]=[CH:35][C:34]([S:31]([C:25]3[CH:26]=[CH:27][CH:28]=[CH:29][CH:30]=3)(=[O:32])=[O:33])=[CH:41][CH:40]=2)[OH:39])=[CH:10][CH:9]=1. The yield is 0.900. (5) The reactants are [Cl:1][C:2]1[N:10]([CH2:11][CH:12]=[CH2:13])[C:9]2[C:8](=[O:14])[N:7]([CH3:15])[C:6](=[O:16])[N:5](COCC[Si](C)(C)C)[C:4]=2[N:3]=1.C(O)(C(F)(F)F)=O. The catalyst is C(Cl)Cl. The product is [Cl:1][C:2]1[N:10]([CH2:11][CH:12]=[CH2:13])[C:9]2[C:8](=[O:14])[N:7]([CH3:15])[C:6](=[O:16])[NH:5][C:4]=2[N:3]=1. The yield is 0.450. (6) The reactants are [Cl:1][C:2]1[CH:3]=[C:4]([CH:7]=[C:8]([Cl:22])[C:9]=1[O:10][C:11]1[CH:16]=[CH:15][C:14]([O:17][CH3:18])=[C:13]([CH:19]([CH3:21])[CH3:20])[CH:12]=1)[CH2:5]Br.[CH2:23]([O:25][P:26]([O:30]CC)[O:27][CH2:28][CH3:29])[CH3:24]. The catalyst is CN(C=O)C.C(OCC)(=O)C. The product is [Cl:1][C:2]1[CH:3]=[C:4]([CH:7]=[C:8]([Cl:22])[C:9]=1[O:10][C:11]1[CH:16]=[CH:15][C:14]([O:17][CH3:18])=[C:13]([CH:19]([CH3:21])[CH3:20])[CH:12]=1)[CH2:5][P:26](=[O:30])([O:27][CH2:28][CH3:29])[O:25][CH2:23][CH3:24]. The yield is 0.850. (7) The reactants are [OH:1][CH:2]1[CH2:7][CH2:6][CH2:5][O:4][C:3]1([CH3:18])[C:8]([O:10]CC1C=CC=CC=1)=[O:9]. The catalyst is CCOC(C)=O.[Pd]. The product is [OH:1][CH:2]1[CH2:7][CH2:6][CH2:5][O:4][C:3]1([CH3:18])[C:8]([OH:10])=[O:9]. The yield is 1.00. (8) The reactants are Br[C:2]1[N:3]=[CH:4][C:5]([NH2:9])=[N:6][C:7]=1[Cl:8].[C-:10]#[N:11].[K+]. The catalyst is CN(C=O)C.CCOC(C)=O.[Cu]I.C1C=CC([P]([Pd]([P](C2C=CC=CC=2)(C2C=CC=CC=2)C2C=CC=CC=2)([P](C2C=CC=CC=2)(C2C=CC=CC=2)C2C=CC=CC=2)[P](C2C=CC=CC=2)(C2C=CC=CC=2)C2C=CC=CC=2)(C2C=CC=CC=2)C2C=CC=CC=2)=CC=1.C1OCCOCCOCCOCCOCCOC1. The product is [NH2:9][C:5]1[N:6]=[C:7]([Cl:8])[C:2]([C:10]#[N:11])=[N:3][CH:4]=1. The yield is 0.820.